From a dataset of Reaction yield outcomes from USPTO patents with 853,638 reactions. Predict the reaction yield, written as a fraction of the theoretical maximum amount of product (1.0 means a 100% yield; for example, 0.34 means a 34% yield). The reactants are [CH2:1]([N:4]1[CH2:9][CH2:8][O:7][CH:6]([C:10]2[CH:15]=[CH:14][C:13]([OH:16])=[CH:12][CH:11]=2)[CH2:5]1)[CH2:2][CH3:3].[Br:17]N1C(=O)CCC1=O. The catalyst is ClCCl. The product is [Br:17][C:12]1[CH:11]=[C:10]([CH:6]2[O:7][CH2:8][CH2:9][N:4]([CH2:1][CH2:2][CH3:3])[CH2:5]2)[CH:15]=[CH:14][C:13]=1[OH:16]. The yield is 0.440.